Dataset: NCI-60 drug combinations with 297,098 pairs across 59 cell lines. Task: Regression. Given two drug SMILES strings and cell line genomic features, predict the synergy score measuring deviation from expected non-interaction effect. (1) Drug 1: CC1=C(C(=CC=C1)Cl)NC(=O)C2=CN=C(S2)NC3=CC(=NC(=N3)C)N4CCN(CC4)CCO. Drug 2: C(CCl)NC(=O)N(CCCl)N=O. Cell line: OVCAR-4. Synergy scores: CSS=-1.29, Synergy_ZIP=2.43, Synergy_Bliss=2.68, Synergy_Loewe=1.75, Synergy_HSA=0.00237. (2) Drug 1: C1=NC2=C(N1)C(=S)N=C(N2)N. Drug 2: CCC(=C(C1=CC=CC=C1)C2=CC=C(C=C2)OCCN(C)C)C3=CC=CC=C3.C(C(=O)O)C(CC(=O)O)(C(=O)O)O. Cell line: SR. Synergy scores: CSS=55.2, Synergy_ZIP=1.30, Synergy_Bliss=2.73, Synergy_Loewe=-10.3, Synergy_HSA=3.71. (3) Drug 1: CN1CCC(CC1)COC2=C(C=C3C(=C2)N=CN=C3NC4=C(C=C(C=C4)Br)F)OC. Drug 2: CNC(=O)C1=NC=CC(=C1)OC2=CC=C(C=C2)NC(=O)NC3=CC(=C(C=C3)Cl)C(F)(F)F. Cell line: MOLT-4. Synergy scores: CSS=19.1, Synergy_ZIP=-13.3, Synergy_Bliss=-8.40, Synergy_Loewe=-8.83, Synergy_HSA=-8.07. (4) Drug 1: CC1=CC2C(CCC3(C2CCC3(C(=O)C)OC(=O)C)C)C4(C1=CC(=O)CC4)C. Drug 2: C1CC(=O)NC(=O)C1N2C(=O)C3=CC=CC=C3C2=O. Cell line: PC-3. Synergy scores: CSS=-5.75, Synergy_ZIP=0.215, Synergy_Bliss=-4.55, Synergy_Loewe=-6.89, Synergy_HSA=-7.71. (5) Drug 1: CC1CCC2CC(C(=CC=CC=CC(CC(C(=O)C(C(C(=CC(C(=O)CC(OC(=O)C3CCCCN3C(=O)C(=O)C1(O2)O)C(C)CC4CCC(C(C4)OC)O)C)C)O)OC)C)C)C)OC. Drug 2: CC1CCC2CC(C(=CC=CC=CC(CC(C(=O)C(C(C(=CC(C(=O)CC(OC(=O)C3CCCCN3C(=O)C(=O)C1(O2)O)C(C)CC4CCC(C(C4)OC)OCCO)C)C)O)OC)C)C)C)OC. Cell line: OVCAR-8. Synergy scores: CSS=-2.31, Synergy_ZIP=-5.78, Synergy_Bliss=-9.44, Synergy_Loewe=-19.3, Synergy_HSA=-11.9. (6) Drug 1: C(=O)(N)NO. Drug 2: C1=NC2=C(N=C(N=C2N1C3C(C(C(O3)CO)O)F)Cl)N. Cell line: MALME-3M. Synergy scores: CSS=4.03, Synergy_ZIP=-3.82, Synergy_Bliss=-2.80, Synergy_Loewe=-0.830, Synergy_HSA=-0.732. (7) Synergy scores: CSS=-0.319, Synergy_ZIP=2.14, Synergy_Bliss=2.08, Synergy_Loewe=0.239, Synergy_HSA=-1.24. Cell line: MDA-MB-435. Drug 2: CCCCCOC(=O)NC1=NC(=O)N(C=C1F)C2C(C(C(O2)C)O)O. Drug 1: C1CC(=O)NC(=O)C1N2CC3=C(C2=O)C=CC=C3N. (8) Drug 1: C1CCC(C1)C(CC#N)N2C=C(C=N2)C3=C4C=CNC4=NC=N3. Drug 2: CC=C1C(=O)NC(C(=O)OC2CC(=O)NC(C(=O)NC(CSSCCC=C2)C(=O)N1)C(C)C)C(C)C. Cell line: UACC62. Synergy scores: CSS=53.9, Synergy_ZIP=-1.20, Synergy_Bliss=-8.57, Synergy_Loewe=-75.2, Synergy_HSA=-14.5. (9) Drug 1: COC1=CC(=CC(=C1O)OC)C2C3C(COC3=O)C(C4=CC5=C(C=C24)OCO5)OC6C(C(C7C(O6)COC(O7)C8=CC=CS8)O)O. Drug 2: CC1=C2C(C(=O)C3(C(CC4C(C3C(C(C2(C)C)(CC1OC(=O)C(C(C5=CC=CC=C5)NC(=O)OC(C)(C)C)O)O)OC(=O)C6=CC=CC=C6)(CO4)OC(=O)C)O)C)O. Cell line: NCIH23. Synergy scores: CSS=55.7, Synergy_ZIP=-8.82, Synergy_Bliss=-10.1, Synergy_Loewe=-9.05, Synergy_HSA=-6.74.